This data is from Full USPTO retrosynthesis dataset with 1.9M reactions from patents (1976-2016). The task is: Predict the reactants needed to synthesize the given product. (1) Given the product [ClH:1].[ClH:1].[F:32][C:9]1([F:8])[C:13]2[N:14]=[CH:15][N:16]=[C:17]([N:18]3[CH2:23][CH2:22][NH:21][CH2:20][CH2:19]3)[C:12]=2[C@H:11]([CH3:31])[CH2:10]1, predict the reactants needed to synthesize it. The reactants are: [ClH:1].O1CCOCC1.[F:8][C:9]1([F:32])[C:13]2[N:14]=[CH:15][N:16]=[C:17]([N:18]3[CH2:23][CH2:22][N:21](C(OC(C)(C)C)=O)[CH2:20][CH2:19]3)[C:12]=2[C@H:11]([CH3:31])[CH2:10]1. (2) Given the product [Br:1]/[CH:2]=[CH:3]/[C:4]1[C:5](=[O:35])[NH:6][C:7](=[O:34])[N:8]([C@H:10]2[O:14][C@H:13]([CH2:15][OH:16])[O:12][CH2:11]2)[CH:9]=1, predict the reactants needed to synthesize it. The reactants are: [Br:1]/[CH:2]=[CH:3]/[C:4]1[C:5](=[O:35])[NH:6][C:7](=[O:34])[N:8]([C@H:10]2[O:14][C@H:13]([CH2:15][O:16][Si](C(C)(C)C)(C3C=CC=CC=3)C3C=CC=CC=3)[O:12][CH2:11]2)[CH:9]=1.[F-].C([N+](CCCC)(CCCC)CCCC)CCC. (3) Given the product [C:35]([C:4]1[CH:3]=[CH:2][N:7]=[C:6]2[C:8]([C:29]3[S:30][CH:31]=[C:32]([CH3:34])[N:33]=3)=[C:9]([C:19]3[CH:24]=[CH:23][N:22]=[C:21]([NH:25][C:26](=[O:28])[CH3:27])[CH:20]=3)[NH:10][C:5]=12)#[N:36], predict the reactants needed to synthesize it. The reactants are: Br[C:2]1[N:7]=[C:6]2[C:8]([C:29]3[S:30][CH:31]=[C:32]([CH3:34])[N:33]=3)=[C:9]([C:19]3[CH:24]=[CH:23][N:22]=[C:21]([NH:25][C:26](=[O:28])[CH3:27])[CH:20]=3)[N:10](COCC[Si](C)(C)C)[C:5]2=[C:4]([C:35]#[N:36])[CH:3]=1.C([O-])=O.[Na+]. (4) The reactants are: Br[C:2]1[CH:3]=[C:4]([C@H:8]([NH:13][C@@H:14]([CH2:27][CH:28]([CH3:30])[CH3:29])[C:15]([N:17]2[CH2:21][C@H:20]([F:22])[C@H:19]3[O:23][CH2:24][C@H:25]([OH:26])[C@@H:18]23)=[O:16])[C:9]([F:12])([F:11])[F:10])[CH:5]=[CH:6][CH:7]=1.[N:31]1[CH:36]=[CH:35][C:34](B(O)O)=[CH:33][CH:32]=1. Given the product [F:22][C@H:20]1[CH2:21][N:17]([C:15](=[O:16])[C@@H:14]([NH:13][C@@H:8]([C:4]2[CH:5]=[CH:6][CH:7]=[C:2]([C:34]3[CH:35]=[CH:36][N:31]=[CH:32][CH:33]=3)[CH:3]=2)[C:9]([F:12])([F:11])[F:10])[CH2:27][CH:28]([CH3:30])[CH3:29])[C@@H:18]2[C@@H:25]([OH:26])[CH2:24][O:23][C@H:19]12, predict the reactants needed to synthesize it. (5) Given the product [Br:1][C:2]1[C:10]2[C:9]([C:11]3[CH:16]=[CH:15][C:14]([CH3:17])=[CH:13][C:12]=3[CH3:18])=[N:8][C:7]([S:19][CH3:20])=[N:6][C:5]=2[NH:4][CH:3]=1, predict the reactants needed to synthesize it. The reactants are: [Br:1][C:2]1[C:10]2[C:9]([C:11]3[CH:16]=[CH:15][C:14]([CH3:17])=[CH:13][C:12]=3[CH3:18])=[N:8][C:7]([S:19][CH3:20])=[N:6][C:5]=2[N:4](COCC[Si](C)(C)C)[CH:3]=1.[F-].C([N+](CCCC)(CCCC)CCCC)CCC. (6) Given the product [C:1]([O:5][C:6](=[O:22])[NH:7][C:8]1[CH:13]=[CH:12][C:11]([C:14]2[O:20][N:17]=[CH:16][CH:15]=2)=[C:10]([Cl:21])[CH:9]=1)([CH3:4])([CH3:3])[CH3:2], predict the reactants needed to synthesize it. The reactants are: [C:1]([O:5][C:6](=[O:22])[NH:7][C:8]1[CH:13]=[CH:12][C:11]([C:14](=[O:20])[CH:15]=[CH:16][N:17](C)C)=[C:10]([Cl:21])[CH:9]=1)([CH3:4])([CH3:3])[CH3:2].Cl.NO. (7) Given the product [NH2:7][CH:8]([C:10]1[CH:11]=[C:12]([N:16]2[CH2:21][CH2:20][O:19][C@H:18]([CH2:22][OH:23])[CH2:17]2)[CH:13]=[CH:14][CH:15]=1)[CH3:9], predict the reactants needed to synthesize it. The reactants are: C(OC(=O)[NH:7][C@H:8]([C:10]1[CH:15]=[CH:14][CH:13]=[C:12]([N:16]2[CH2:21][CH2:20][O:19][CH:18]([CH2:22][OH:23])[CH2:17]2)[CH:11]=1)[CH3:9])(C)(C)C.Cl. (8) Given the product [ClH:29].[CH3:13][N:14]([CH3:15])[CH2:27][CH:26]([CH3:30])[C:25]([C:21]1[CH:22]=[CH:23][CH:24]=[C:19]([O:18][CH3:17])[CH:20]=1)=[O:28], predict the reactants needed to synthesize it. The reactants are: CC[C@H]([C@H]([CH2:13][N:14](C)[CH3:15])C)C1C=CC=C(O)C=1.[CH3:17][O:18][C:19]1[CH:20]=[C:21]([C:25](=[O:28])[CH2:26][CH3:27])[CH:22]=[CH:23][CH:24]=1.[ClH:29].[CH3:30]NC.C=O. (9) Given the product [N:14]1[CH:15]=[CH:16][CH:17]=[CH:18][C:13]=1[C:10]1[CH2:11][CH2:12][N:7]([CH2:6][CH2:5][CH2:4][NH2:3])[CH2:8][CH:9]=1, predict the reactants needed to synthesize it. The reactants are: Br.[Br-].[NH2:3][CH2:4][CH2:5][CH2:6][N+:7]1[CH:12]=[CH:11][C:10]([C:13]2[CH:18]=[CH:17][CH:16]=[CH:15][N:14]=2)=[CH:9][CH:8]=1.[BH4-].[Na+]. (10) Given the product [CH3:25][C:26]([CH3:35])([CH3:34])[C:27]([O:29][CH:30]([N:20]1[C:19]2[CH:21]=[CH:22][CH:23]=[CH:24][C:18]=2[N:17]=[C:16]1[S:15][CH2:14][C:3]1[C:2]([CH3:1])=[C:7]([O:8][CH2:9][C:10]([F:12])([F:11])[F:13])[CH:6]=[CH:5][N:4]=1)[CH2:31][CH3:32])=[O:28], predict the reactants needed to synthesize it. The reactants are: [CH3:1][C:2]1[C:3]([CH2:14][S:15][C:16]2[NH:17][C:18]3[CH:24]=[CH:23][CH:22]=[CH:21][C:19]=3[N:20]=2)=[N:4][CH:5]=[CH:6][C:7]=1[O:8][CH2:9][C:10]([F:13])([F:12])[F:11].[CH3:25][C:26]([CH3:35])([CH3:34])[C:27]([O:29][CH:30](Cl)[CH2:31][CH3:32])=[O:28].[I-].[Na+].C(=O)([O-])[O-].[K+].[K+].